The task is: Binary Classification. Given two protein amino acid sequences, predict whether they physically interact or not.. This data is from Human Reference Interactome with 51,813 positive PPI pairs across 8,248 proteins, plus equal number of experimentally-validated negative pairs. (1) Protein 1 (ENSG00000164124) has sequence MSNNGADLTFGYISCFVAILLFGSNFVPLKKFDTGDGMFLQWVLCAAIWLVALVVNLILHCPKFWPFAMLGGCIWATGNIAVVPIIKTIGLGLGILIWGSFNALTGWASSRFGWFGLDAEEVSNPLLNYIGAGLSVVSAFIFLFIKSEIPNNTCSMDTTPLITEHVINTTQDPCSWVDKLSTVHHRIVGCSLAVISGVLYGSTFVPIIYIKDHSKRNDSIYAGASQYDLDYVFAHFSGIFLTSTVYFLAYCIAMKNSPKLYPEAVLPGFLSGVLWAIATCCWFIANHSLSAVVSFPIITA.... Protein 2 (ENSG00000110245) has sequence MQPRVLLVVALLALLASARASEAEDASLLSFMQGYMKHATKTAKDALSSVQESQVAQQARGWVTDGFSSLKDYWSTVKDKFSEFWDLDPEVRPTSAVAA*MGTWGAPHRTLPCRNRGAMQPRVLLVVALLALLASARASEAEDASLLSFMQGYMKHATKTAKDALSSVQESQVAQQARGWVTDGFSSLKDYWSTVKDKFSEFWDLDPEVRPTSAVAA*MQPRVLLVVALLALLASARASEAEDASLLSFMQGYMKHATKTAKDALSSVQESQV. Result: 0 (the proteins do not interact). (2) Protein 1 (ENSG00000163481) has sequence MAASASAAAGEEDWVLPSEVEVLESIYLDELQVIKGNGRTSPWEIYITLHPATAEDQDSQYVCFTLVLQVPAEYPHEVPQISIRNPRGLSDEQIHTILQVLGHVAKAGLGTAMLYELIEKGKEILTDNNIPHGQCVICLYGFQEKEAFTKTPCYHYFHCHCLARYIQHMEQELKAQGQEQEQERQHATTKQKAVGVQCPVCREPLVYDLASLKAAPEPQQPMELYQPSAESLRQQEERKRLYQRQQERGGIIDLEAERNRYFISLQQPPAPAEPESAVDVSKGSQPPSTLAAELSTSPAV.... Protein 2 (ENSG00000124107) has sequence MKSSGLFPFLVLLALGTLAPWAVEGSGKSFKAGVCPPKKSAQCLRYKKPECQSDWQCPGKKRCCPDTCGIKCLDPVDTPNPTRRKPGKCPVTYGQCLMLNPPNFCEMDGQCKRDLKCCMGMCGKSCVSPVKA*. Result: 0 (the proteins do not interact).